Dataset: Full USPTO retrosynthesis dataset with 1.9M reactions from patents (1976-2016). Task: Predict the reactants needed to synthesize the given product. (1) Given the product [F:22][C:4]([F:3])([F:21])[C:5]1[CH:6]=[CH:7][C:8]([CH:11]2[O:15][N:14]=[C:13]([CH2:16][OH:17])[CH2:12]2)=[CH:9][CH:10]=1, predict the reactants needed to synthesize it. The reactants are: [BH4-].[Na+].[F:3][C:4]([F:22])([F:21])[C:5]1[CH:10]=[CH:9][C:8]([CH:11]2[O:15][N:14]=[C:13]([C:16](OCC)=[O:17])[CH2:12]2)=[CH:7][CH:6]=1. (2) Given the product [Si:26]([O:33][CH2:34][CH2:35][S:36][C:37]1[N:38]=[CH:39][N:40]2[CH:44]=[C:43]([C:8]3[CH2:9][C@@H:5]4[C@@H:4]([C@H:2]([OH:1])[CH3:3])[C:24](=[O:25])[N:6]4[C:7]=3[C:11]([O:13][CH2:14][C:15]3[CH:16]=[CH:17][C:18]([N+:21]([O-:23])=[O:22])=[CH:19][CH:20]=3)=[O:12])[S:42][C:41]=12)([C:29]([CH3:32])([CH3:30])[CH3:31])([CH3:28])[CH3:27], predict the reactants needed to synthesize it. The reactants are: [OH:1][C@@H:2]([C@H:4]1[C:24](=[O:25])[N:6]2[C@@H:7]([C:11]([O:13][CH2:14][C:15]3[CH:20]=[CH:19][C:18]([N+:21]([O-:23])=[O:22])=[CH:17][CH:16]=3)=[O:12])[C:8](=O)[CH2:9][C@H:5]12)[CH3:3].[Si:26]([O:33][CH2:34][CH2:35][S:36][C:37]1[N:38]=[CH:39][N:40]2[CH:44]=[C:43]([Sn](CCCC)(CCCC)CCCC)[S:42][C:41]=12)([C:29]([CH3:32])([CH3:31])[CH3:30])([CH3:28])[CH3:27].